From a dataset of Peptide-MHC class I binding affinity with 185,985 pairs from IEDB/IMGT. Regression. Given a peptide amino acid sequence and an MHC pseudo amino acid sequence, predict their binding affinity value. This is MHC class I binding data. The peptide sequence is KYCWNLLQY. The MHC is HLA-B07:02 with pseudo-sequence HLA-B07:02. The binding affinity (normalized) is 0.